From a dataset of Full USPTO retrosynthesis dataset with 1.9M reactions from patents (1976-2016). Predict the reactants needed to synthesize the given product. (1) The reactants are: C(Cl)C[Cl:3].C1C=CC2N(O)N=NC=2C=1.C(N(CC)CC)C.Cl.[CH3:23][C:24]1[N:28]([CH2:29][C:30]2[CH:35]=[CH:34][CH:33]=[C:32]([C:36]([N:38]3[CH2:43][CH2:42][N:41]([CH3:44])[CH2:40][CH2:39]3)=[O:37])[CH:31]=2)[N:27]=[C:26]([C:45](O)=[O:46])[CH:25]=1.[F:48][C:49]([F:62])([F:61])[O:50][C:51]1[CH:52]=[C:53]([CH:58]=[CH:59][CH:60]=1)[C:54]([NH:56]O)=[NH:55].C(=O)(O)[O-]. Given the product [ClH:3].[CH3:44][N:41]1[CH2:42][CH2:43][N:38]([C:36]([C:32]2[CH:33]=[CH:34][CH:35]=[C:30]([CH2:29][N:28]3[C:24]([CH3:23])=[CH:25][C:26]([C:45]4[O:46][N:56]=[C:54]([C:53]5[CH:58]=[CH:59][CH:60]=[C:51]([O:50][C:49]([F:48])([F:61])[F:62])[CH:52]=5)[N:55]=4)=[N:27]3)[CH:31]=2)=[O:37])[CH2:39][CH2:40]1, predict the reactants needed to synthesize it. (2) Given the product [CH3:21][O:20][N:19]([CH3:18])[C:8](=[O:16])[C:9]1[CH:14]=[CH:13][CH:12]=[N:11][CH:10]=1, predict the reactants needed to synthesize it. The reactants are: C(N(CC)CC)C.[C:8]([OH:16])(=O)[C:9]1[CH:14]=[CH:13][CH:12]=[N:11][CH:10]=1.Cl.[CH3:18][NH:19][O:20][CH3:21].ON1C2C=CC=CC=2N=N1.Cl.CNC(N=C=NCC)CCNC. (3) The reactants are: [Cl:1][C:2]1[CH:7]=[CH:6][C:5]([C:8](=[O:26])[CH2:9][CH2:10][C:11]2[CH:16]=[CH:15][C:14]([S:17]([NH:20][CH2:21][C:22]([OH:25])([CH3:24])[CH3:23])(=[O:19])=[O:18])=[CH:13][CH:12]=2)=[C:4]([NH:27][C:28]2[CH:33]=[CH:32][CH:31]=[CH:30][CH:29]=2)[CH:3]=1.[O:34]=[C:35]([CH3:39])[C:36](Cl)=[O:37]. Given the product [Cl:1][C:2]1[CH:7]=[CH:6][C:5]([C:8](=[O:26])[CH2:9][CH2:10][C:11]2[CH:16]=[CH:15][C:14]([S:17](=[O:19])(=[O:18])[NH:20][CH2:21][C:22]([OH:25])([CH3:24])[CH3:23])=[CH:13][CH:12]=2)=[C:4]([N:27]([C:28]2[CH:29]=[CH:30][CH:31]=[CH:32][CH:33]=2)[C:36](=[O:37])[C:35](=[O:34])[CH3:39])[CH:3]=1, predict the reactants needed to synthesize it.